Dataset: M1 muscarinic receptor agonist screen with 61,833 compounds. Task: Binary Classification. Given a drug SMILES string, predict its activity (active/inactive) in a high-throughput screening assay against a specified biological target. (1) The molecule is O=C(Nc1cc(cc(c1)C(OC)=O)C(OC)=O)C1C(CC=CC1)C(O)=O. The result is 0 (inactive). (2) The compound is Clc1ccc(C2n3[nH]c(N4C(=O)CCC4=O)nc3=NC(=O)C2)cc1. The result is 0 (inactive). (3) The result is 0 (inactive). The drug is S=c1n(C2CCCC2)c(=O)c2c([nH]1)cc(C(=O)N1CCN(C3CCCCC3)CC1)cc2. (4) The compound is Fc1c(c2nn(nn2)Cc2nc(N3CCOCC3)nc(n2)N)cccc1. The result is 0 (inactive).